This data is from Forward reaction prediction with 1.9M reactions from USPTO patents (1976-2016). The task is: Predict the product of the given reaction. Given the reactants [F:1][C:2]([F:33])([F:32])[C:3]1[CH:31]=[CH:30][C:6]([CH2:7][O:8][N:9]=[C:10]([C:12]2[O:16][C:15]([N:17]([CH2:24][C:25]([O:27]CC)=[O:26])[CH2:18][C:19]([O:21]CC)=[O:20])=[N:14][CH:13]=2)[CH3:11])=[CH:5][CH:4]=1.CO.O.[OH-].[Li+], predict the reaction product. The product is: [F:33][C:2]([F:1])([F:32])[C:3]1[CH:4]=[CH:5][C:6]([CH2:7][O:8][N:9]=[C:10]([C:12]2[O:16][C:15]([N:17]([CH2:24][C:25]([OH:27])=[O:26])[CH2:18][C:19]([OH:21])=[O:20])=[N:14][CH:13]=2)[CH3:11])=[CH:30][CH:31]=1.